Predict the reactants needed to synthesize the given product. From a dataset of Full USPTO retrosynthesis dataset with 1.9M reactions from patents (1976-2016). Given the product [C:25]([S:24][CH2:23][CH2:22][CH2:21][CH2:20][CH2:19][CH2:18][CH2:17][CH2:16][CH2:15][CH2:14][CH2:13][CH2:12][CH2:11][CH2:10][CH2:9][CH2:8][O:7][CH2:35][C@@H:33]([OH:34])[CH2:32][OH:31])([CH3:28])([CH3:27])[CH3:26], predict the reactants needed to synthesize it. The reactants are: [H-].[Na+].CS([O:7][CH2:8][CH2:9][CH2:10][CH2:11][CH2:12][CH2:13][CH2:14][CH2:15][CH2:16][CH2:17][CH2:18][CH2:19][CH2:20][CH2:21][CH2:22][CH2:23][S:24][C:25]([CH3:28])([CH3:27])[CH3:26])(=O)=O.CC1(C)[O:34][C@H:33]([CH2:35]O)[CH2:32][O:31]1.[NH4+].[Cl-].C1(C)C=CC(S(O)(=O)=O)=CC=1.